From a dataset of Catalyst prediction with 721,799 reactions and 888 catalyst types from USPTO. Predict which catalyst facilitates the given reaction. (1) Reactant: [CH:1]([C:3]1[CH:8]=[CH:7][C:6]([S:9](Cl)(=[O:11])=[O:10])=[CH:5][CH:4]=1)=[O:2].[OH:13][CH:14]1[CH2:19][CH2:18][NH:17][CH2:16][CH2:15]1.C([O-])(O)=O.[Na+]. Product: [OH:13][CH:14]1[CH2:19][CH2:18][N:17]([S:9]([C:6]2[CH:7]=[CH:8][C:3]([CH:1]=[O:2])=[CH:4][CH:5]=2)(=[O:11])=[O:10])[CH2:16][CH2:15]1. The catalyst class is: 2. (2) Reactant: [NH2:1][C:2]1[N:7]=[CH:6][N:5]=[C:4]2[N:8]([CH2:19][CH2:20][NH:21][CH2:22][C:23]3[CH:28]=[CH:27][CH:26]=[CH:25][C:24]=3[F:29])[N:9]=[C:10]([C:11]3[CH:12]=[C:13]([OH:18])[CH:14]=[C:15]([F:17])[CH:16]=3)[C:3]=12.[C:30](Cl)(=[O:33])[CH:31]=[CH2:32]. Product: [NH2:1][C:2]1[N:7]=[CH:6][N:5]=[C:4]2[N:8]([CH2:19][CH2:20][N:21]([CH2:22][C:23]3[CH:28]=[CH:27][CH:26]=[CH:25][C:24]=3[F:29])[C:30](=[O:33])[CH:31]=[CH2:32])[N:9]=[C:10]([C:11]3[CH:12]=[C:13]([OH:18])[CH:14]=[C:15]([F:17])[CH:16]=3)[C:3]=12. The catalyst class is: 2. (3) Reactant: [O:1]1CCOCC1.[C:7]1(=[O:24])[N:11]([CH2:12][CH2:13][C@@H:14]([Cl:18])[C:15](Cl)=[O:16])[C:10](=[O:19])[C:9]2=[CH:20][CH:21]=[CH:22][CH:23]=[C:8]12.[OH-].[Na+]. Product: [C:7]1(=[O:24])[N:11]([CH2:12][CH2:13][C@@H:14]([Cl:18])[C:15]([OH:1])=[O:16])[C:10](=[O:19])[C:9]2=[CH:20][CH:21]=[CH:22][CH:23]=[C:8]12. The catalyst class is: 6. (4) Reactant: Cl[C:2]1[C:7]([CH:8]([CH2:13][CH2:14][CH3:15])[C:9]([O:11][CH3:12])=[O:10])=[C:6]([CH3:16])[N:5]=[C:4]([N:17]2[CH2:22][CH2:21][CH2:20][CH2:19][CH2:18]2)[N:3]=1.[NH:23]1[CH2:28][CH2:27][CH2:26][CH2:25][CH2:24]1.C(=O)([O-])[O-].[K+].[K+]. Product: [CH3:16][C:6]1[C:7]([CH:8]([CH2:13][CH2:14][CH3:15])[C:9]([O:11][CH3:12])=[O:10])=[C:2]([N:23]2[CH2:28][CH2:27][CH2:26][CH2:25][CH2:24]2)[N:3]=[C:4]([N:17]2[CH2:22][CH2:21][CH2:20][CH2:19][CH2:18]2)[N:5]=1. The catalyst class is: 10. (5) Reactant: [CH3:1][O:2][C:3]1[CH:4]=[C:5]2[C:9](=[CH:10][C:11]=1Br)[CH2:8][CH2:7][CH2:6]2.[Li]CCCC.C([O:20][B:21](OCC)[O:22]CC)C. Product: [CH3:1][O:2][C:3]1[CH:4]=[C:5]2[C:9]([CH2:8][CH2:7][CH2:6]2)=[CH:10][C:11]=1[B:21]([OH:22])[OH:20]. The catalyst class is: 1. (6) Reactant: [Br:1][C:2]1[C:11]2[C:10]([CH3:13])([CH3:12])[CH2:9][CH:8]=[C:7]([CH:14]([CH3:16])[CH3:15])[C:6]=2[CH:5]=[C:4]([C:17](=O)[CH3:18])[C:3]=1[O:20][CH2:21][CH2:22][CH3:23].[CH3:24][CH2:25][O:26][C:27]([CH:29](P(OCC)(OCC)=O)[F:30])=[O:28].C([Li])CCC. Product: [Br:1][C:2]1[C:11]2[C:10]([CH3:13])([CH3:12])[CH2:9][CH:8]=[C:7]([CH:14]([CH3:15])[CH3:16])[C:6]=2[CH:5]=[C:4](/[C:17](/[CH3:18])=[C:29](/[F:30])\[C:27]([O:26][CH2:25][CH3:24])=[O:28])[C:3]=1[O:20][CH2:21][CH2:22][CH3:23]. The catalyst class is: 1.